From a dataset of Peptide-MHC class I binding affinity with 185,985 pairs from IEDB/IMGT. Regression. Given a peptide amino acid sequence and an MHC pseudo amino acid sequence, predict their binding affinity value. This is MHC class I binding data. (1) The peptide sequence is RQFRYDGDM. The MHC is H-2-Kb with pseudo-sequence H-2-Kb. The binding affinity (normalized) is 0.305. (2) The peptide sequence is LFFPFGLFK. The MHC is HLA-B57:01 with pseudo-sequence HLA-B57:01. The binding affinity (normalized) is 0.0847. (3) The peptide sequence is REFVATTRTL. The MHC is HLA-B45:01 with pseudo-sequence HLA-B45:01. The binding affinity (normalized) is 0.0454. (4) The peptide sequence is WESGAVLCV. The MHC is HLA-B07:02 with pseudo-sequence HLA-B07:02. The binding affinity (normalized) is 0.0847. (5) The peptide sequence is IPRRNVATL. The MHC is HLA-B51:01 with pseudo-sequence HLA-B51:01. The binding affinity (normalized) is 0.335. (6) The peptide sequence is KSVGVERTM. The MHC is HLA-C15:02 with pseudo-sequence HLA-C15:02. The binding affinity (normalized) is 0.539. (7) The peptide sequence is RVYINVVVK. The MHC is HLA-B15:01 with pseudo-sequence HLA-B15:01. The binding affinity (normalized) is 0.0847. (8) The peptide sequence is MEQRVMATL. The MHC is HLA-B15:01 with pseudo-sequence HLA-B15:01. The binding affinity (normalized) is 0.404. (9) The peptide sequence is GMMDGWYGF. The MHC is BoLA-D18.4 with pseudo-sequence BoLA-D18.4. The binding affinity (normalized) is 0.362.